This data is from NCI-60 drug combinations with 297,098 pairs across 59 cell lines. The task is: Regression. Given two drug SMILES strings and cell line genomic features, predict the synergy score measuring deviation from expected non-interaction effect. (1) Drug 1: C1CNP(=O)(OC1)N(CCCl)CCCl. Drug 2: CC1(CCCN1)C2=NC3=C(C=CC=C3N2)C(=O)N. Cell line: UACC62. Synergy scores: CSS=2.02, Synergy_ZIP=10.8, Synergy_Bliss=11.6, Synergy_Loewe=6.13, Synergy_HSA=5.81. (2) Drug 1: CCC(=C(C1=CC=CC=C1)C2=CC=C(C=C2)OCCN(C)C)C3=CC=CC=C3.C(C(=O)O)C(CC(=O)O)(C(=O)O)O. Drug 2: C1CNP(=O)(OC1)N(CCCl)CCCl. Cell line: SW-620. Synergy scores: CSS=-0.213, Synergy_ZIP=0.385, Synergy_Bliss=0.742, Synergy_Loewe=-0.0136, Synergy_HSA=-0.298. (3) Drug 1: C1=C(C(=O)NC(=O)N1)F. Drug 2: CC1C(C(CC(O1)OC2CC(CC3=C2C(=C4C(=C3O)C(=O)C5=C(C4=O)C(=CC=C5)OC)O)(C(=O)CO)O)N)O.Cl. Cell line: UO-31. Synergy scores: CSS=71.0, Synergy_ZIP=1.63, Synergy_Bliss=2.67, Synergy_Loewe=6.96, Synergy_HSA=8.06. (4) Drug 1: C1CC(=O)NC(=O)C1N2CC3=C(C2=O)C=CC=C3N. Drug 2: CC1C(C(CC(O1)OC2CC(CC3=C2C(=C4C(=C3O)C(=O)C5=C(C4=O)C(=CC=C5)OC)O)(C(=O)CO)O)N)O.Cl. Cell line: NCI/ADR-RES. Synergy scores: CSS=12.3, Synergy_ZIP=-5.06, Synergy_Bliss=-0.765, Synergy_Loewe=0.0868, Synergy_HSA=0.632.